The task is: Predict the reaction yield, written as a fraction of the theoretical maximum amount of product (1.0 means a 100% yield; for example, 0.34 means a 34% yield).. This data is from Reaction yield outcomes from USPTO patents with 853,638 reactions. (1) The yield is 0.260. The catalyst is [Br-].C([N+](CCCC)(CCCC)CCCC)CCC.C1(C)C=CC=CC=1. The reactants are [C:1]([O:9][CH2:10][CH:11]1[CH2:13][O:12]1)(=[O:8])[C:2]1[CH:7]=[CH:6][CH:5]=[CH:4][CH:3]=1.[OH:14][C:15]1[CH:16]=[C:17]([CH2:22][C@H:23]([NH:27][C:28]([O:30][C:31]([CH3:34])([CH3:33])[CH3:32])=[O:29])[C:24]([OH:26])=[O:25])[CH:18]=[CH:19][C:20]=1[OH:21]. The product is [OH:14][C:15]1[CH:16]=[C:17]([CH2:22][C@H:23]([NH:27][C:28]([O:30][C:31]([CH3:34])([CH3:33])[CH3:32])=[O:29])[C:24]([O:26][CH2:13][CH:11]([OH:12])[CH2:10][O:9][C:1]([C:2]2[CH:7]=[CH:6][CH:5]=[CH:4][CH:3]=2)=[O:8])=[O:25])[CH:18]=[CH:19][C:20]=1[OH:21]. (2) The reactants are [C:1]([O:5][C:6](=[O:30])[N:7]([CH2:9][CH:10]1[CH2:19][C:18](=O)[C:17]2[C:12](=[CH:13][C:14]([S:21]([C:24]3[CH:29]=[CH:28][CH:27]=[CH:26][CH:25]=3)(=[O:23])=[O:22])=[CH:15][CH:16]=2)[O:11]1)[CH3:8])([CH3:4])([CH3:3])[CH3:2]. The catalyst is CO.Cl.[OH-].[OH-].[Pd+2]. The product is [C:1]([O:5][C:6](=[O:30])[N:7]([CH2:9][CH:10]1[CH2:19][CH2:18][C:17]2[C:12](=[CH:13][C:14]([S:21]([C:24]3[CH:29]=[CH:28][CH:27]=[CH:26][CH:25]=3)(=[O:23])=[O:22])=[CH:15][CH:16]=2)[O:11]1)[CH3:8])([CH3:4])([CH3:2])[CH3:3]. The yield is 0.980. (3) The reactants are [Br:1][C:2]1[CH:7]=[CH:6][C:5]([OH:8])=[CH:4][C:3]=1[OH:9].C([O-])([O-])=O.[K+].[K+].[CH3:16][C:17]1[CH:22]=[CH:21][C:20]([S:23](Cl)(=[O:25])=[O:24])=[CH:19][CH:18]=1. The catalyst is CC(C)=O.[Cl-].[Na+].O. The product is [CH3:16][C:17]1[CH:22]=[CH:21][C:20]([S:23]([O:8][C:5]2[CH:6]=[CH:7][C:2]([Br:1])=[C:3]([OH:9])[CH:4]=2)(=[O:25])=[O:24])=[CH:19][CH:18]=1. The yield is 0.700. (4) The reactants are [OH:1][C:2]1[CH:10]=[CH:9][CH:8]=[C:4]([C:5]([OH:7])=[O:6])[C:3]=1[NH2:11].N1C=CC=CC=1.[C:18](Cl)(=[O:25])[C:19]1[CH:24]=[CH:23][CH:22]=[N:21][CH:20]=1. The catalyst is C1(C)C=CC=CC=1. The product is [OH:1][C:2]1[C:3]([NH:11][C:18](=[O:25])[C:19]2[CH:24]=[CH:23][CH:22]=[N:21][CH:20]=2)=[C:4]([CH:8]=[CH:9][CH:10]=1)[C:5]([OH:7])=[O:6]. The yield is 0.810. (5) The reactants are [H-].[Na+].[Br:3][C:4]1[N:9]=[C:8]([C:10]([O:12][CH3:13])=[O:11])[C:7]([OH:14])=[CH:6][CH:5]=1.[O:15]([CH2:22][CH2:23][CH2:24]Br)[C:16]1[CH:21]=[CH:20][CH:19]=[CH:18][CH:17]=1. The catalyst is CC(N(C)C)=O.C(O)(=O)CC(CC(O)=O)(C(O)=O)O. The product is [Br:3][C:4]1[N:9]=[C:8]([C:10]([O:12][CH3:13])=[O:11])[C:7]([O:14][CH2:24][CH2:23][CH2:22][O:15][C:16]2[CH:21]=[CH:20][CH:19]=[CH:18][CH:17]=2)=[CH:6][CH:5]=1. The yield is 0.860. (6) The reactants are Br[C:2]1[C:7](=[O:8])[N:6]([CH2:9][C:10]2[CH:15]=[CH:14][C:13]([C:16]3[C:17]([C:22]#[N:23])=[CH:18][CH:19]=[CH:20][CH:21]=3)=[CH:12][CH:11]=2)[C:5]([S:24][CH2:25][CH3:26])=[N:4][C:3]=1[CH3:27].[C:28]1(B(O)O)[CH:33]=[CH:32][CH:31]=[CH:30][CH:29]=1.C(=O)([O-])[O-].[Cs+].[Cs+]. The catalyst is O1CCOCC1.C(OCC)(=O)C.C1C=CC([P]([Pd]([P](C2C=CC=CC=2)(C2C=CC=CC=2)C2C=CC=CC=2)([P](C2C=CC=CC=2)(C2C=CC=CC=2)C2C=CC=CC=2)[P](C2C=CC=CC=2)(C2C=CC=CC=2)C2C=CC=CC=2)(C2C=CC=CC=2)C2C=CC=CC=2)=CC=1. The product is [CH2:25]([S:24][C:5]1[N:6]([CH2:9][C:10]2[CH:15]=[CH:14][C:13]([C:16]3[C:17]([C:22]#[N:23])=[CH:18][CH:19]=[CH:20][CH:21]=3)=[CH:12][CH:11]=2)[C:7](=[O:8])[C:2]([C:28]2[CH:33]=[CH:32][CH:31]=[CH:30][CH:29]=2)=[C:3]([CH3:27])[N:4]=1)[CH3:26]. The yield is 0.260.